This data is from Full USPTO retrosynthesis dataset with 1.9M reactions from patents (1976-2016). The task is: Predict the reactants needed to synthesize the given product. (1) The reactants are: [Cl:1][C:2]1[CH:7]=[CH:6][C:5]([C:8](=[NH:20])[NH:9][C:10]2[CH:15]=[CH:14][C:13]([S:16]([CH3:19])(=[O:18])=[O:17])=[CH:12][CH:11]=2)=[CH:4][CH:3]=1.C(=O)(O)[O-].[Na+].Br[CH2:27][C:28](=O)[C:29]([O:31][CH2:32][CH3:33])=[O:30]. Given the product [Cl:1][C:2]1[CH:3]=[CH:4][C:5]([C:8]2[N:9]([C:10]3[CH:15]=[CH:14][C:13]([S:16]([CH3:19])(=[O:17])=[O:18])=[CH:12][CH:11]=3)[CH:27]=[C:28]([C:29]([O:31][CH2:32][CH3:33])=[O:30])[N:20]=2)=[CH:6][CH:7]=1, predict the reactants needed to synthesize it. (2) Given the product [N:1]1([CH2:8][CH2:9][O:10][C:11]2[CH:60]=[CH:59][C:14]([CH2:15][N:16]([C:17]3[CH:22]=[C:21]([O:23][Si:24]([C:27]([CH3:30])([CH3:29])[CH3:28])([CH3:26])[CH3:25])[CH:20]=[CH:19][C:18]=3[CH:31]3[CH2:40][CH2:39][C:38]4[C:33](=[CH:34][CH:35]=[C:36]([O:41][Si:42]([C:45]([CH3:48])([CH3:47])[CH3:46])([CH3:44])[CH3:43])[CH:37]=4)[CH2:32]3)[CH2:49][CH2:50][OH:51])=[CH:13][CH:12]=2)[CH2:7][CH2:6][CH2:5][CH2:4][CH2:3][CH2:2]1, predict the reactants needed to synthesize it. The reactants are: [N:1]1([CH2:8][CH2:9][O:10][C:11]2[CH:60]=[CH:59][C:14]([CH2:15][N:16]([CH2:49][CH2:50][O:51]CC3C=CC=CC=3)[C:17]3[CH:22]=[C:21]([O:23][Si:24]([C:27]([CH3:30])([CH3:29])[CH3:28])([CH3:26])[CH3:25])[CH:20]=[CH:19][C:18]=3[CH:31]3[CH2:40][CH2:39][C:38]4[C:33](=[CH:34][CH:35]=[C:36]([O:41][Si:42]([C:45]([CH3:48])([CH3:47])[CH3:46])([CH3:44])[CH3:43])[CH:37]=4)[CH2:32]3)=[CH:13][CH:12]=2)[CH2:7][CH2:6][CH2:5][CH2:4][CH2:3][CH2:2]1.B(Cl)(Cl)Cl.CO.